From a dataset of NCI-60 drug combinations with 297,098 pairs across 59 cell lines. Regression. Given two drug SMILES strings and cell line genomic features, predict the synergy score measuring deviation from expected non-interaction effect. (1) Drug 1: CC1=C2C(C(=O)C3(C(CC4C(C3C(C(C2(C)C)(CC1OC(=O)C(C(C5=CC=CC=C5)NC(=O)OC(C)(C)C)O)O)OC(=O)C6=CC=CC=C6)(CO4)OC(=O)C)O)C)O. Drug 2: CC1C(C(CC(O1)OC2CC(OC(C2O)C)OC3=CC4=CC5=C(C(=O)C(C(C5)C(C(=O)C(C(C)O)O)OC)OC6CC(C(C(O6)C)O)OC7CC(C(C(O7)C)O)OC8CC(C(C(O8)C)O)(C)O)C(=C4C(=C3C)O)O)O)O. Cell line: NCI-H226. Synergy scores: CSS=38.5, Synergy_ZIP=0.344, Synergy_Bliss=3.44, Synergy_Loewe=1.18, Synergy_HSA=2.97. (2) Drug 1: C1=NC(=NC(=O)N1C2C(C(C(O2)CO)O)O)N. Drug 2: CN(C(=O)NC(C=O)C(C(C(CO)O)O)O)N=O. Cell line: SK-OV-3. Synergy scores: CSS=2.60, Synergy_ZIP=-0.262, Synergy_Bliss=0.620, Synergy_Loewe=-5.80, Synergy_HSA=-1.37. (3) Drug 1: C#CCC(CC1=CN=C2C(=N1)C(=NC(=N2)N)N)C3=CC=C(C=C3)C(=O)NC(CCC(=O)O)C(=O)O. Drug 2: C1CN(CCN1C(=O)CCBr)C(=O)CCBr. Cell line: SF-295. Synergy scores: CSS=7.71, Synergy_ZIP=-12.0, Synergy_Bliss=-13.4, Synergy_Loewe=-30.8, Synergy_HSA=-14.4. (4) Drug 1: C1=CC=C(C=C1)NC(=O)CCCCCCC(=O)NO. Drug 2: CCN(CC)CCCC(C)NC1=C2C=C(C=CC2=NC3=C1C=CC(=C3)Cl)OC. Cell line: LOX IMVI. Synergy scores: CSS=38.6, Synergy_ZIP=-11.1, Synergy_Bliss=-3.94, Synergy_Loewe=-0.639, Synergy_HSA=0.838. (5) Drug 1: CN1CCC(CC1)COC2=C(C=C3C(=C2)N=CN=C3NC4=C(C=C(C=C4)Br)F)OC. Drug 2: CCC1(C2=C(COC1=O)C(=O)N3CC4=CC5=C(C=CC(=C5CN(C)C)O)N=C4C3=C2)O.Cl. Cell line: SK-MEL-2. Synergy scores: CSS=3.88, Synergy_ZIP=-0.965, Synergy_Bliss=2.47, Synergy_Loewe=-8.24, Synergy_HSA=0.0137. (6) Drug 1: CC1=C(C(CCC1)(C)C)C=CC(=CC=CC(=CC(=O)O)C)C. Drug 2: CNC(=O)C1=NC=CC(=C1)OC2=CC=C(C=C2)NC(=O)NC3=CC(=C(C=C3)Cl)C(F)(F)F. Cell line: HOP-92. Synergy scores: CSS=0.277, Synergy_ZIP=7.73, Synergy_Bliss=10.5, Synergy_Loewe=5.90, Synergy_HSA=7.46. (7) Drug 2: CC1C(C(CC(O1)OC2CC(CC3=C2C(=C4C(=C3O)C(=O)C5=C(C4=O)C(=CC=C5)OC)O)(C(=O)CO)O)N)O.Cl. Drug 1: CCC1=C2CN3C(=CC4=C(C3=O)COC(=O)C4(CC)O)C2=NC5=C1C=C(C=C5)O. Synergy scores: CSS=43.9, Synergy_ZIP=-5.60, Synergy_Bliss=-2.45, Synergy_Loewe=-1.61, Synergy_HSA=1.91. Cell line: HOP-92. (8) Drug 1: CC1=CC2C(CCC3(C2CCC3(C(=O)C)OC(=O)C)C)C4(C1=CC(=O)CC4)C. Drug 2: C1CC(=O)NC(=O)C1N2C(=O)C3=CC=CC=C3C2=O. Cell line: SF-268. Synergy scores: CSS=-0.443, Synergy_ZIP=2.86, Synergy_Bliss=4.35, Synergy_Loewe=0.420, Synergy_HSA=-0.347. (9) Drug 1: CCCS(=O)(=O)NC1=C(C(=C(C=C1)F)C(=O)C2=CNC3=C2C=C(C=N3)C4=CC=C(C=C4)Cl)F. Drug 2: CC(C1=C(C=CC(=C1Cl)F)Cl)OC2=C(N=CC(=C2)C3=CN(N=C3)C4CCNCC4)N. Cell line: NCI-H226. Synergy scores: CSS=1.12, Synergy_ZIP=-1.54, Synergy_Bliss=-3.42, Synergy_Loewe=-8.37, Synergy_HSA=-5.78. (10) Drug 1: C1C(C(OC1N2C=NC3=C2NC=NCC3O)CO)O. Drug 2: C1C(C(OC1N2C=NC(=NC2=O)N)CO)O. Cell line: OVCAR-8. Synergy scores: CSS=10.7, Synergy_ZIP=-2.98, Synergy_Bliss=-4.45, Synergy_Loewe=-8.60, Synergy_HSA=-3.71.